From a dataset of Forward reaction prediction with 1.9M reactions from USPTO patents (1976-2016). Predict the product of the given reaction. (1) Given the reactants [CH3:1][O:2][C:3]1[CH:4]=[C:5]([C:9]2[C:17]3[O:16][CH:15]([CH2:18][NH:19]C(=O)OCC4C=CC=CC=4)[CH2:14][C:13]=3[CH:12]=[CH:11][CH:10]=2)[CH:6]=[CH:7][CH:8]=1, predict the reaction product. The product is: [CH3:1][O:2][C:3]1[CH:4]=[C:5]([C:9]2[C:17]3[O:16][CH:15]([CH2:18][NH2:19])[CH2:14][C:13]=3[CH:12]=[CH:11][CH:10]=2)[CH:6]=[CH:7][CH:8]=1. (2) Given the reactants Cl[CH2:2][C:3]([N:5]([CH:16]1[CH2:21][CH2:20][O:19][CH2:18][CH2:17]1)[CH2:6][CH2:7][NH:8][C:9](=[O:15])[O:10][C:11]([CH3:14])([CH3:13])[CH3:12])=[O:4].[H-].[Na+].[Cl-].[NH4+], predict the reaction product. The product is: [O:4]=[C:3]1[N:5]([CH:16]2[CH2:21][CH2:20][O:19][CH2:18][CH2:17]2)[CH2:6][CH2:7][N:8]([C:9]([O:10][C:11]([CH3:14])([CH3:13])[CH3:12])=[O:15])[CH2:2]1. (3) Given the reactants [CH2:1]([O:3][C@@H:4]([CH2:8][C:9]1[CH:14]=[CH:13][C:12]([O:15][CH2:16][CH2:17][N:18]2[C:31]3[CH:30]=[CH:29][CH:28]=[CH:27][C:26]=3[O:25][C:24]3[C:19]2=[CH:20][CH:21]=[CH:22][CH:23]=3)=[CH:11][CH:10]=1)[C:5]([OH:7])=[O:6])[CH3:2].[NH2:32][C@H:33]([C:41]([OH:43])=[O:42])[CH2:34][CH2:35][CH2:36][NH:37][C:38](=[NH:40])[NH2:39], predict the reaction product. The product is: [NH2:32][C@H:33]([C:41]([OH:43])=[O:42])[CH2:34][CH2:35][CH2:36][NH:37][C:38](=[NH:39])[NH2:40].[CH2:1]([O:3][C@@H:4]([CH2:8][C:9]1[CH:10]=[CH:11][C:12]([O:15][CH2:16][CH2:17][N:18]2[C:31]3[CH:30]=[CH:29][CH:28]=[CH:27][C:26]=3[O:25][C:24]3[C:19]2=[CH:20][CH:21]=[CH:22][CH:23]=3)=[CH:13][CH:14]=1)[C:5]([O-:7])=[O:6])[CH3:2]. (4) Given the reactants [Cl:1][C:2]1[CH:3]=[N:4][C:5]2[C:10]([C:11]=1O)=[CH:9][C:8]([C:13]([O:15][CH3:16])=[O:14])=[CH:7][CH:6]=2.P(Br)(Br)([Br:19])=O, predict the reaction product. The product is: [Br:19][C:11]1[C:10]2[C:5](=[CH:6][CH:7]=[C:8]([C:13]([O:15][CH3:16])=[O:14])[CH:9]=2)[N:4]=[CH:3][C:2]=1[Cl:1].